This data is from NCI-60 drug combinations with 297,098 pairs across 59 cell lines. The task is: Regression. Given two drug SMILES strings and cell line genomic features, predict the synergy score measuring deviation from expected non-interaction effect. Drug 1: CCC1(CC2CC(C3=C(CCN(C2)C1)C4=CC=CC=C4N3)(C5=C(C=C6C(=C5)C78CCN9C7C(C=CC9)(C(C(C8N6C=O)(C(=O)OC)O)OC(=O)C)CC)OC)C(=O)OC)O.OS(=O)(=O)O. Drug 2: CC1=C2C(C(=O)C3(C(CC4C(C3C(C(C2(C)C)(CC1OC(=O)C(C(C5=CC=CC=C5)NC(=O)C6=CC=CC=C6)O)O)OC(=O)C7=CC=CC=C7)(CO4)OC(=O)C)O)C)OC(=O)C. Cell line: NCI-H226. Synergy scores: CSS=8.09, Synergy_ZIP=-7.63, Synergy_Bliss=0.539, Synergy_Loewe=0.302, Synergy_HSA=2.93.